This data is from NCI-60 drug combinations with 297,098 pairs across 59 cell lines. The task is: Regression. Given two drug SMILES strings and cell line genomic features, predict the synergy score measuring deviation from expected non-interaction effect. (1) Drug 1: C1CC(=O)NC(=O)C1N2CC3=C(C2=O)C=CC=C3N. Drug 2: B(C(CC(C)C)NC(=O)C(CC1=CC=CC=C1)NC(=O)C2=NC=CN=C2)(O)O. Cell line: BT-549. Synergy scores: CSS=9.97, Synergy_ZIP=-1.35, Synergy_Bliss=1.91, Synergy_Loewe=2.22, Synergy_HSA=2.26. (2) Drug 1: CCC1=C2CN3C(=CC4=C(C3=O)COC(=O)C4(CC)O)C2=NC5=C1C=C(C=C5)O. Drug 2: CC(C)CN1C=NC2=C1C3=CC=CC=C3N=C2N. Cell line: NCI-H522. Synergy scores: CSS=32.4, Synergy_ZIP=-0.771, Synergy_Bliss=-0.910, Synergy_Loewe=-24.8, Synergy_HSA=-0.108. (3) Drug 1: CC1=C2C(C(=O)C3(C(CC4C(C3C(C(C2(C)C)(CC1OC(=O)C(C(C5=CC=CC=C5)NC(=O)C6=CC=CC=C6)O)O)OC(=O)C7=CC=CC=C7)(CO4)OC(=O)C)O)C)OC(=O)C. Drug 2: C1=CC=C(C=C1)NC(=O)CCCCCCC(=O)NO. Cell line: K-562. Synergy scores: CSS=11.8, Synergy_ZIP=-1.70, Synergy_Bliss=2.09, Synergy_Loewe=-10.4, Synergy_HSA=1.81. (4) Drug 1: CC12CCC(CC1=CCC3C2CCC4(C3CC=C4C5=CN=CC=C5)C)O. Drug 2: CCCCC(=O)OCC(=O)C1(CC(C2=C(C1)C(=C3C(=C2O)C(=O)C4=C(C3=O)C=CC=C4OC)O)OC5CC(C(C(O5)C)O)NC(=O)C(F)(F)F)O. Cell line: U251. Synergy scores: CSS=5.12, Synergy_ZIP=-3.59, Synergy_Bliss=-3.75, Synergy_Loewe=-1.24, Synergy_HSA=-1.97. (5) Drug 1: C1CN1C2=NC(=NC(=N2)N3CC3)N4CC4. Drug 2: CN(CCCl)CCCl.Cl. Cell line: TK-10. Synergy scores: CSS=14.1, Synergy_ZIP=-10.1, Synergy_Bliss=-8.66, Synergy_Loewe=-4.38, Synergy_HSA=-3.60. (6) Drug 1: CC12CCC3C(C1CCC2=O)CC(=C)C4=CC(=O)C=CC34C. Drug 2: CC1=C2C(C(=O)C3(C(CC4C(C3C(C(C2(C)C)(CC1OC(=O)C(C(C5=CC=CC=C5)NC(=O)C6=CC=CC=C6)O)O)OC(=O)C7=CC=CC=C7)(CO4)OC(=O)C)O)C)OC(=O)C. Cell line: HL-60(TB). Synergy scores: CSS=65.5, Synergy_ZIP=-4.54, Synergy_Bliss=-9.01, Synergy_Loewe=-30.2, Synergy_HSA=-9.79. (7) Drug 2: CN1C=C(C=N1)C2=C3N=C(C(=C(N3N=C2)N)Br)C4CCCNC4. Synergy scores: CSS=56.3, Synergy_ZIP=0.977, Synergy_Bliss=1.62, Synergy_Loewe=-1.51, Synergy_HSA=4.38. Drug 1: CCC1=C2N=C(C=C(N2N=C1)NCC3=C[N+](=CC=C3)[O-])N4CCCCC4CCO. Cell line: OVCAR3. (8) Drug 1: C1CN1P(=S)(N2CC2)N3CC3. Drug 2: CC=C1C(=O)NC(C(=O)OC2CC(=O)NC(C(=O)NC(CSSCCC=C2)C(=O)N1)C(C)C)C(C)C. Cell line: MDA-MB-231. Synergy scores: CSS=41.4, Synergy_ZIP=1.86, Synergy_Bliss=2.29, Synergy_Loewe=1.19, Synergy_HSA=3.62. (9) Cell line: MDA-MB-231. Drug 2: C1=NC2=C(N=C(N=C2N1C3C(C(C(O3)CO)O)F)Cl)N. Drug 1: CN1C2=C(C=C(C=C2)N(CCCl)CCCl)N=C1CCCC(=O)O.Cl. Synergy scores: CSS=26.5, Synergy_ZIP=-6.81, Synergy_Bliss=0.515, Synergy_Loewe=-63.7, Synergy_HSA=0.721. (10) Drug 1: C1=NC2=C(N=C(N=C2N1C3C(C(C(O3)CO)O)F)Cl)N. Drug 2: C(CC(=O)O)C(=O)CN.Cl. Cell line: K-562. Synergy scores: CSS=3.78, Synergy_ZIP=-2.69, Synergy_Bliss=-0.595, Synergy_Loewe=-5.62, Synergy_HSA=-1.54.